This data is from Forward reaction prediction with 1.9M reactions from USPTO patents (1976-2016). The task is: Predict the product of the given reaction. Given the reactants [OH:1][N:2]=[C:3](Cl)[C:4]1[C:8]([NH:9][CH2:10][CH2:11][CH2:12][O:13][CH3:14])=[N:7][O:6][N:5]=1.[F:16][C:17]1[CH:22]=[CH:21][C:20]([NH2:23])=[CH:19][C:18]=1[C:24]([F:27])([F:26])[F:25], predict the reaction product. The product is: [F:16][C:17]1[CH:22]=[CH:21][C:20]([NH:23][C:3]([C:4]2[C:8]([NH:9][CH2:10][CH2:11][CH2:12][O:13][CH3:14])=[N:7][O:6][N:5]=2)=[N:2][OH:1])=[CH:19][C:18]=1[C:24]([F:25])([F:26])[F:27].